From a dataset of Forward reaction prediction with 1.9M reactions from USPTO patents (1976-2016). Predict the product of the given reaction. (1) Given the reactants [N+:1]([C:4]1[S:8][CH:7]=[C:6]([C:9]([OH:11])=O)[CH:5]=1)([O-:3])=[O:2].[NH2:12][C@@H:13]1[CH2:18][CH2:17][C@H:16]([NH:19][C:20]2[N:25]=[C:24]([N:26]([CH3:28])[CH3:27])[CH:23]=[CH:22][N:21]=2)[CH2:15][CH2:14]1.C1C=CC2N(O)N=NC=2C=1.O.CCN=C=NCCCN(C)C.[ClH:51], predict the reaction product. The product is: [ClH:51].[CH3:27][N:26]([CH3:28])[C:24]1[CH:23]=[CH:22][N:21]=[C:20]([NH:19][C@@H:16]2[CH2:17][CH2:18][C@H:13]([NH:12][C:9]([C:6]3[CH:5]=[C:4]([N+:1]([O-:3])=[O:2])[S:8][CH:7]=3)=[O:11])[CH2:14][CH2:15]2)[N:25]=1. (2) Given the reactants C(=O)(O)[O-].[Na+].Cl.[Cl:7][C:8]1[N:9]=[C:10]([C:15]([NH:17][C@H:18]2[CH2:23][CH2:22][NH:21][CH2:20][C@H:19]2[O:24][CH2:25][CH3:26])=[O:16])[NH:11][C:12]=1[CH2:13][CH3:14], predict the reaction product. The product is: [Cl:7][C:8]1[NH:9][C:10]([C:15]([NH:17][C@H:18]2[CH2:23][CH2:22][NH:21][CH2:20][C@H:19]2[O:24][CH2:25][CH3:26])=[O:16])=[N:11][C:12]=1[CH2:13][CH3:14].